Dataset: NCI-60 drug combinations with 297,098 pairs across 59 cell lines. Task: Regression. Given two drug SMILES strings and cell line genomic features, predict the synergy score measuring deviation from expected non-interaction effect. (1) Drug 1: CCCS(=O)(=O)NC1=C(C(=C(C=C1)F)C(=O)C2=CNC3=C2C=C(C=N3)C4=CC=C(C=C4)Cl)F. Drug 2: CC(C)NC(=O)C1=CC=C(C=C1)CNNC.Cl. Cell line: T-47D. Synergy scores: CSS=1.40, Synergy_ZIP=0.110, Synergy_Bliss=-0.0220, Synergy_Loewe=-4.93, Synergy_HSA=-2.34. (2) Drug 2: CC1C(C(CC(O1)OC2CC(OC(C2O)C)OC3=CC4=CC5=C(C(=O)C(C(C5)C(C(=O)C(C(C)O)O)OC)OC6CC(C(C(O6)C)O)OC7CC(C(C(O7)C)O)OC8CC(C(C(O8)C)O)(C)O)C(=C4C(=C3C)O)O)O)O. Synergy scores: CSS=55.5, Synergy_ZIP=-1.55, Synergy_Bliss=1.91, Synergy_Loewe=-2.44, Synergy_HSA=3.02. Drug 1: C1=CN(C(=O)N=C1N)C2C(C(C(O2)CO)O)O.Cl. Cell line: MDA-MB-231. (3) Drug 1: C1C(C(OC1N2C=NC3=C(N=C(N=C32)Cl)N)CO)O. Drug 2: CN(CCCl)CCCl.Cl. Cell line: SF-539. Synergy scores: CSS=9.18, Synergy_ZIP=-5.90, Synergy_Bliss=-3.75, Synergy_Loewe=-3.79, Synergy_HSA=-3.48. (4) Drug 1: C1=NC(=NC(=O)N1C2C(C(C(O2)CO)O)O)N. Drug 2: CC1C(C(CC(O1)OC2CC(OC(C2O)C)OC3=CC4=CC5=C(C(=O)C(C(C5)C(C(=O)C(C(C)O)O)OC)OC6CC(C(C(O6)C)O)OC7CC(C(C(O7)C)O)OC8CC(C(C(O8)C)O)(C)O)C(=C4C(=C3C)O)O)O)O. Cell line: M14. Synergy scores: CSS=61.9, Synergy_ZIP=-0.422, Synergy_Bliss=3.62, Synergy_Loewe=-7.36, Synergy_HSA=0.914.